From a dataset of Forward reaction prediction with 1.9M reactions from USPTO patents (1976-2016). Predict the product of the given reaction. (1) Given the reactants [Si]([O:8][CH2:9][CH2:10][CH2:11][C:12]([C:20]1[CH:24]=[C:23]([CH:25]2OCC[O:26]2)[S:22][C:21]=1[CH3:30])([C:14]1[CH:19]=[CH:18][CH:17]=[CH:16][CH:15]=1)O)(C(C)(C)C)(C)C.Cl.O, predict the reaction product. The product is: [OH:8][CH2:9][CH2:10]/[CH:11]=[C:12](\[C:20]1[CH:24]=[C:23]([CH:25]=[O:26])[S:22][C:21]=1[CH3:30])/[C:14]1[CH:19]=[CH:18][CH:17]=[CH:16][CH:15]=1. (2) The product is: [Cl:18][C:13]1[CH:12]=[C:8]([CH:7]=[C:6]([CH:1]2[CH2:5][CH2:4][CH2:3][CH2:2]2)[N:14]=1)[C:9]([O:27][CH3:28])=[O:10]. Given the reactants [CH:1]1([C:6]2[CH:7]=[C:8]([CH:12]=[C:13](O)[N:14]=2)[C:9](O)=[O:10])[CH2:5][CH2:4][CH2:3][CH2:2]1.P(Cl)(Cl)([Cl:18])=O.P([O:27][CH3:28])(OC)(OC)=O, predict the reaction product. (3) Given the reactants [OH:1][C@@H:2]([C@H:4]1[C:24](=[O:25])[N:6]2[C:7]([C:21]([O-:23])=[O:22])=[C:8]([S:11]/[CH:12]=[CH:13]\[C:14]3[S:18][CH:17]=[N:16][C:15]=3[CH2:19][OH:20])[C@H:9]([CH3:10])[C@H:5]12)[CH3:3].[Na+].[CH2:27]([O:29][C:30]([O:32][CH:33](I)[CH3:34])=[O:31])[CH3:28], predict the reaction product. The product is: [OH:1][C@@H:2]([C@H:4]1[C:24](=[O:25])[N:6]2[C:7]([C:21]([O:23][CH:27]([O:29][C:30]([O:32][CH2:33][CH3:34])=[O:31])[CH3:28])=[O:22])=[C:8]([S:11]/[CH:12]=[CH:13]\[C:14]3[S:18][CH:17]=[N:16][C:15]=3[CH2:19][OH:20])[C@H:9]([CH3:10])[C@H:5]12)[CH3:3]. (4) Given the reactants [NH2:1][C:2]1[CH:3]=[C:4](B2OC(C)(C)C(C)(C)O2)[CH:5]=[CH:6][C:7]=1[Cl:8].Br[C:19]1[CH:20]=[N:21][N:22]([CH3:24])[CH:23]=1.C(=O)([O-])[O-].[Na+].[Na+], predict the reaction product. The product is: [Cl:8][C:7]1[CH:6]=[CH:5][C:4]([C:19]2[CH:20]=[N:21][N:22]([CH3:24])[CH:23]=2)=[CH:3][C:2]=1[NH2:1]. (5) The product is: [Br:1][C:2]1[CH:11]=[C:10]([C:18]([OH:19])=[O:16])[C:9]2[C:4](=[CH:5][CH:6]=[CH:7][CH:8]=2)[N:3]=1. Given the reactants [Br:1][C:2]1(C(OC)=O)[CH:11]=[CH:10][C:9]2[C:4](=[CH:5][CH:6]=[CH:7][CH:8]=2)[NH:3]1.[OH-:16].[Na+].[CH3:18][OH:19], predict the reaction product. (6) Given the reactants [NH2:1][C:2]1[CH:3]=[CH:4][C:5]([CH3:25])=[C:6]([CH:24]=1)[NH:7][C:8]1[CH:13]=[C:12]([C:14]([F:17])([F:16])[F:15])[N:11]=[C:10]([C:18]2[CH:23]=[CH:22][N:21]=[CH:20][CH:19]=2)[N:9]=1.[O:26]1[CH2:31][CH2:30][N:29]([C:32]2[CH:40]=[CH:39][C:35]([C:36](O)=[O:37])=[CH:34][CH:33]=2)[CH2:28][CH2:27]1, predict the reaction product. The product is: [CH3:25][C:5]1[CH:4]=[CH:3][C:2]([NH:1][C:36](=[O:37])[C:35]2[CH:34]=[CH:33][C:32]([N:29]3[CH2:30][CH2:31][O:26][CH2:27][CH2:28]3)=[CH:40][CH:39]=2)=[CH:24][C:6]=1[NH:7][C:8]1[CH:13]=[C:12]([C:14]([F:16])([F:17])[F:15])[N:11]=[C:10]([C:18]2[CH:23]=[CH:22][N:21]=[CH:20][CH:19]=2)[N:9]=1. (7) Given the reactants [NH2:1][C:2]1[N:7]=[C:6]([NH:8][CH2:9][C:10]([NH:12][C:13]2[CH:18]=[CH:17][CH:16]=[C:15]([C:19]([F:22])([F:21])[F:20])[CH:14]=2)=[O:11])[C:5]([CH:23]=O)=[C:4](Cl)[N:3]=1.C(O)(C)C.O.[NH2:31][NH2:32], predict the reaction product. The product is: [NH2:1][C:2]1[N:3]=[C:4]2[NH:31][N:32]=[CH:23][C:5]2=[C:6]([NH:8][CH2:9][C:10]([NH:12][C:13]2[CH:18]=[CH:17][CH:16]=[C:15]([C:19]([F:22])([F:21])[F:20])[CH:14]=2)=[O:11])[N:7]=1. (8) Given the reactants C1C=CC(C2C=CC=CC=2)=CC=1.C1C=CC(OC2C=CC=CC=2)=CC=1.[F:26][C:27]1[CH:28]=[C:29]([NH:33][CH:34]=[C:35]2[C:40](=[O:41])OC(C)(C)OC2=O)[CH:30]=[N:31][CH:32]=1.CCOC(C)=O, predict the reaction product. The product is: [F:26][C:27]1[CH:28]=[C:29]2[C:30]([C:40]([OH:41])=[CH:35][CH:34]=[N:33]2)=[N:31][CH:32]=1. (9) Given the reactants [CH2:1]([C:5]1[C:6]([CH3:28])=[C:7]([C:10]([NH:12][NH:13][C:14](=O)[C:15]2[CH:20]=[C:19]([CH3:21])[C:18]([O:22][CH2:23][CH:24]=[CH2:25])=[C:17]([CH3:26])[CH:16]=2)=[O:11])[S:8][CH:9]=1)[CH:2]([CH3:4])[CH3:3].[OH-].COC(NS([N+](CC)(CC)CC)(=O)=O)=O.C(OCC)C, predict the reaction product. The product is: [CH2:23]([O:22][C:18]1[C:19]([CH3:21])=[CH:20][C:15]([C:14]2[O:11][C:10]([C:7]3[S:8][CH:9]=[C:5]([CH2:1][CH:2]([CH3:3])[CH3:4])[C:6]=3[CH3:28])=[N:12][N:13]=2)=[CH:16][C:17]=1[CH3:26])[CH:24]=[CH2:25].